From a dataset of Human Reference Interactome with 51,813 positive PPI pairs across 8,248 proteins, plus equal number of experimentally-validated negative pairs. Binary Classification. Given two protein amino acid sequences, predict whether they physically interact or not. (1) Protein 1 (ENSG00000121851) has sequence MASRGGGRGRGRGQLTFNVEAVGIGKGDALPPPTLQPSPLFPPLEFRPVPLPSGEEGEYVLALKQELRGAMRQLPYFIRPAVPKRDVERYSDKYQMSGPIDNAIDWNPDWRRLPRELKIRVRKLQKERITILLPKRPPKTTEDKEETIQKLETLEKKEEEVTSEEDEEKEEEEEKEEEEEEEYDEEEHEEETDYIMSYFDNGEDFGGDSDDNMDEAIY*MASRGGGRGRGRGQLTFNVEAVGIGKGDALPPPTLQPSPLFPPLEFRPVPLPSGEEGEYVLALKQELRGAMRQLPYFIRPA.... Protein 2 (ENSG00000167851) has sequence MWLPWALLLLWVPASTSMTPASITAAKTSTITTAFPPVSSTTLFAVGATHSASIQEETEEVVNSQLPLLLSLLALLLLLLVGASLLAWRMFQKWIKAGDHSELSQNPKQAATQSELHYANLELLMWPLQEKPAPPREVEVEYSTVASPREELHYASVVFDSNTNRIAAQRPREEEPDSDYSVIRKT*MWLPWALLLLWVPGCFALSKCRTVAGPVGGSLSVQCPYEKEHRTLNKYWCRPPQIFLCDKIVETKGSAGKRNGRVSIRDSPANLSFTVTLENLTEEDAGTYWCGVDTPWLRDF.... Result: 0 (the proteins do not interact). (2) Protein 1 (ENSG00000178175) has sequence MQKEMKMIKDEDVHFDLAVKKTPSFPHCLQPVASRGKAPQRHPFPEALRGPFSQFRYEPPPGDLDGFPGVFEGAGSRKRKSMPTKMPYNHPAEEVTLALHSEENKNHGLPNLPLLFPQPPRPKYDSQMIDLCNVGFQFYRSLEHFGGKPVKQEPIKPSAVWPQPTPTPFLPTPYPYYPKVHPGLMFPFFVPSSSPFPFSRHTFLPKQPPEPLLPRKAEPQESEETKQKVERVDVNVQIDDSYYVDVGGSQKRWQCPTCEKSYTSKYNLVTHILGHSGIKPHACTHCGKLFKQLSHLHTHM.... Protein 2 (ENSG00000110888) has sequence MEVQVSQASLGFELTSVEKSLREWSRLSREVIAWLCPSSPNFILNFPPPPSASSVSMVQLFSSPFGYQSPSGHSEEEREGNMKSAKPQVNHSQHGESQRALSPLQSTLSSAASPSQAYETYIENGLICLKHKIRNIEKKKLKLEDYKDRLKSGEHLNPDQLEAVEKYEEVLHNLEFAKELQKTFSGLSLDLLKAQKKAQRREHMLKLEAEKKKLRTILQVQYVLQNLTQEHVQKDFKGGLNGAVYLPSKELDYLIKFSKLTCPERNESLSVEDQMEQSSLYFWDLLEGSEKAVVGTTYKH.... Result: 0 (the proteins do not interact). (3) Protein 1 (ENSG00000139890) has sequence MHTDLDTDMDMDTETTALCPSGSRRASPPGTPTPEADATLLKKSEKLLAELDRSGLPSAPGAPRRRGSMPVPYKHQLRRAQAVDELDWPPQASSSGSSDSLGSGEAAPAQKDGIFKVMLVGESGVGKSTLAGTFGGLQGDSAHEPENPEDTYERRIMVDKEEVTLVVYDIWEQGDAGGWLRDHCLQTGDAFLIVFSVTDRRSFSKVPETLLRLRAGRPHHDLPVILVGNKSDLARSREVSLEEGRHLAGTLSCKHIETSAALHHNTRELFEGAVRQIRLRRGRNHAGGQRPDPGSPEGPA.... Protein 2 (ENSG00000177324) has sequence MSERTQEQDFVIITVDDSDDNNDCSIEMVEVSETADNSTNDIADDSTYVTADNPTDDTATQPNFPGGNDGHHRPLQMSYGSGSVTQAGVQWHDHSSLQPQPLGLKQFFHLSLPSSWDDRRTPPCPVAHGDQIVSQINHPVHLRRYSYNSEEVDFPKRGRFYTPEVQSSISPPAERQETHAWASPAVTSLESAACHELQEADLSESLSYPRIVSSSSLQQYVAQGGSFPCFGMPWNFISGGAESTNAVISFANATTAVPMAVLSRRESSLANNPGVVNYSALPENENVGPGRALSSFCFHP.... Result: 0 (the proteins do not interact). (4) Protein 1 (ENSG00000254093) has sequence MSMLAERRRKQKWAVDPQNTAWSNDDSKFGQRMLEKMGWSKGKGLGAQEQGATDHIKVQVKNNHLGLGATINNEDNWIAHQDDFNQLLAELNTCHGQETTDSSDKKEKKSFSLEEKSKISKNRVHYMKFTKGKDLSSRSKTDLDCIFGKRQSKKTPEGDASPSTPEENETTTTSAFTIQEYFAKRMAALKNKPQVPVPGSDISETQVERKRGKKRNKEATGKDVESYLQPKAKRHTEGKPERAEAQERVAKKKSAPAEEQLRGPCWDQSSKASAQDAGDHVQPPEGRDFTLKPKKRRGKK.... Protein 2 (ENSG00000213316) has sequence MKDEVALLAAVTLLGVLLQAYFSLQVISARRAFRVSPPLTTGPPEFERVYRAQVNCSEYFPLFLATLWVAGIFFHEGAAALCGLVYLFARLRYFQGYARSAQLRLAPLYASARALWLLVALAALGLLAHFLPAALRAALLGRLRTLLPWA*MKDEVALLAAVTLLGVLLQGAAALCGLVYLFARLRYFQGYARSAQLRLAPLYASARALWLLVALAALGLLAHFLPAALRAALLGRLRTLLPWA*MKDEVALLAAVTLLGVLLQAYFSLQVISARRAFRVSPPLTTGPPEFERVYRAQVN.... Result: 0 (the proteins do not interact). (5) Result: 1 (the proteins interact). Protein 1 (ENSG00000148584) has sequence MESNHKSGDGLSGTQKEAALRALVQRTGYSLVQENGQRKYGGPPPGWDAAPPERGCEIFIGKLPRDLFEDELIPLCEKIGKIYEMRMMMDFNGNNRGYAFVTFSNKVEAKNAIKQLNNYEIRNGRLLGVCASVDNCRLFVGGIPKTKKREEILSEMKKVTEGVVDVIVYPSAADKTKNRGFAFVEYESHRAAAMARRKLLPGRIQLWGHGIAVDWAEPEVEVDEDTMSSVKILYVRNLMLSTSEEMIEKEFNNIKPGAVERVKKIRDYAFVHFSNREDAVEAMKALNGKVLDGSPIEVTL.... Protein 2 (ENSG00000196155) has sequence MERPLENGDESPDSQGHATDWRFAVCSFRDAWEEEEPASQMHVKDPGPPRPPAGATQDEELQGSPLSRKFQLPPAADESGDAQRGTVESSSVLSEGPGPSGVESLLCPMSSHLSLAQGESDTPGVGLVGDPGPSRAMPSGLSPGALDSDPVGLGDPLSEISKLLEAAPSGSGLPKPADCLLAQDLCWELLASGMATLPGTRDVQGRAVLLLCAHSPAWLQSECSSQELIRLLLYLRSIPRPEVQALGLTVLVDARICAPSSSLFSGLSQLQEAAPGAVYQVLLVGSTLLKEVPSGLQLEQ....